Dataset: Forward reaction prediction with 1.9M reactions from USPTO patents (1976-2016). Task: Predict the product of the given reaction. (1) Given the reactants Cl[C:2]1[CH:3]=[C:4]([C:9]2[N:13]3[CH:14]=[CH:15][C:16]([C:19]([OH:22])([CH3:21])[CH3:20])=[C:17]([F:18])[C:12]3=[N:11][CH:10]=2)[CH:5]=[CH:6][C:7]=1[F:8].[Cl:23][C:24]1[C:29]([Cl:30])=[CH:28][CH:27]=[CH:26][C:25]=1B(O)O, predict the reaction product. The product is: [Cl:23][C:24]1[C:29]([Cl:30])=[CH:28][CH:27]=[CH:26][C:25]=1[C:2]1[CH:3]=[C:4]([C:9]2[N:13]3[CH:14]=[CH:15][C:16]([C:19]([OH:22])([CH3:20])[CH3:21])=[C:17]([F:18])[C:12]3=[N:11][CH:10]=2)[CH:5]=[CH:6][C:7]=1[F:8]. (2) Given the reactants [S:1]1[C:5]2[CH2:6][CH2:7][CH2:8][C:4]=2[N:3]=[C:2]1[C:9]1[C:13]([C:14](O)=[O:15])=[CH:12][N:11]([CH2:17][O:18][CH2:19][CH2:20][Si:21]([CH3:24])([CH3:23])[CH3:22])[N:10]=1.[O:25]1[CH2:30][CH2:29][CH:28]([NH2:31])[CH2:27][CH2:26]1.CN(C(ON1N=NC2C=CC=NC1=2)=[N+](C)C)C.F[P-](F)(F)(F)(F)F.CCN(C(C)C)C(C)C, predict the reaction product. The product is: [S:1]1[C:5]2[CH2:6][CH2:7][CH2:8][C:4]=2[N:3]=[C:2]1[C:9]1[C:13]([C:14]([NH:31][CH:28]2[CH2:29][CH2:30][O:25][CH2:26][CH2:27]2)=[O:15])=[CH:12][N:11]([CH2:17][O:18][CH2:19][CH2:20][Si:21]([CH3:23])([CH3:24])[CH3:22])[N:10]=1. (3) Given the reactants [C:1]1([C:7]2[S:11][CH:10]=[C:9]([NH2:12])[CH:8]=2)[CH:6]=[CH:5][CH:4]=[CH:3][CH:2]=1.C(O[CH:16]=[C:17]([C:23]#[N:24])[C:18]([O:20][CH2:21][CH3:22])=[O:19])C, predict the reaction product. The product is: [C:23]([C:17](=[CH:16][NH:12][C:9]1[CH:8]=[C:7]([C:1]2[CH:2]=[CH:3][CH:4]=[CH:5][CH:6]=2)[S:11][CH:10]=1)[C:18]([O:20][CH2:21][CH3:22])=[O:19])#[N:24]. (4) Given the reactants [Br:1][C:2]1[CH:7]=[C:6]([O:8][CH3:9])[C:5]([O:10][CH:11]([CH3:13])[CH3:12])=[CH:4][C:3]=1[CH2:14][CH:15]=[O:16].[BH4-].[Na+], predict the reaction product. The product is: [Br:1][C:2]1[CH:7]=[C:6]([O:8][CH3:9])[C:5]([O:10][CH:11]([CH3:13])[CH3:12])=[CH:4][C:3]=1[CH2:14][CH2:15][OH:16]. (5) Given the reactants [CH3:1][N:2]1[CH2:7][CH2:6][N:5]([C:8]2[CH:13]=[CH:12][CH:11]=[CH:10][C:9]=2[CH2:14][NH2:15])[CH2:4][CH2:3]1.[NH2:16][C:17]1[C:18]([CH3:27])=[CH:19][C:20]([F:26])=[C:21]([CH:25]=1)[C:22](O)=[O:23].CCN(C(C)C)C(C)C.CN(C(ON1N=NC2C=CC=NC1=2)=[N+](C)C)C.F[P-](F)(F)(F)(F)F, predict the reaction product. The product is: [NH2:16][C:17]1[C:18]([CH3:27])=[CH:19][C:20]([F:26])=[C:21]([CH:25]=1)[C:22]([NH:15][CH2:14][C:9]1[CH:10]=[CH:11][CH:12]=[CH:13][C:8]=1[N:5]1[CH2:6][CH2:7][N:2]([CH3:1])[CH2:3][CH2:4]1)=[O:23].